The task is: Predict which catalyst facilitates the given reaction.. This data is from Catalyst prediction with 721,799 reactions and 888 catalyst types from USPTO. (1) Reactant: [CH:1]1([O:7][C:8]2[CH:9]=[C:10]([C:16]3[O:17][CH:18]=[C:19]([CH2:21][CH2:22][C:23]([C:25]4[C:30]([CH3:31])=[CH:29][CH:28]=[CH:27][N:26]=4)=[O:24])[N:20]=3)[CH:11]=[CH:12][C:13]=2[O:14][CH3:15])[CH2:6][CH2:5][CH2:4][CH:3]=[CH:2]1. Product: [CH:1]1([O:7][C:8]2[CH:9]=[C:10]([C:16]3[O:17][CH:18]=[C:19]([CH2:21][CH2:22][C:23]([C:25]4[C:30]([CH3:31])=[CH:29][CH:28]=[CH:27][N:26]=4)=[O:24])[N:20]=3)[CH:11]=[CH:12][C:13]=2[O:14][CH3:15])[CH2:2][CH2:3][CH2:4][CH2:5][CH2:6]1. The catalyst class is: 178. (2) Reactant: C(N(C(C)C)CC)(C)C.[NH2:10][C@H:11]([C:21]([N:23]1[CH2:28][CH2:27][N:26]([C:29]2[CH:34]=[CH:33][CH:32]=[C:31]([CH3:35])[N:30]=2)[CH2:25][CH2:24]1)=[O:22])[CH2:12][CH2:13][CH2:14][CH2:15][NH:16][C:17](=[O:20])[CH:18]=[CH2:19].[C:36](Cl)(=[O:43])[C:37]1[CH:42]=[CH:41][CH:40]=[CH:39][CH:38]=1. Product: [CH3:35][C:31]1[N:30]=[C:29]([N:26]2[CH2:27][CH2:28][N:23]([C:21](=[O:22])[C@@H:11]([NH:10][C:36]([C:37]3[CH:42]=[CH:41][CH:40]=[CH:39][CH:38]=3)=[O:43])[CH2:12][CH2:13][CH2:14][CH2:15][NH:16][C:17](=[O:20])[CH:18]=[CH2:19])[CH2:24][CH2:25]2)[CH:34]=[CH:33][CH:32]=1. The catalyst class is: 2. (3) Reactant: [CH2:1]([C:3]1[C:7]([I:8])=[C:6]([CH2:9][CH3:10])[NH:5][N:4]=1)[CH3:2].[CH3:11][C:12]([O:15][C:16](O[C:16]([O:15][C:12]([CH3:14])([CH3:13])[CH3:11])=[O:17])=[O:17])([CH3:14])[CH3:13]. Product: [CH2:1]([C:3]1[C:7]([I:8])=[C:6]([CH2:9][CH3:10])[N:5]([C:16]([O:15][C:12]([CH3:14])([CH3:13])[CH3:11])=[O:17])[N:4]=1)[CH3:2]. The catalyst class is: 1. (4) Reactant: [CH2:1]([C:3]1[CH:8]=[CH:7][C:6]([N:9]2[CH:13]=[CH:12][N:11]=[CH:10]2)=[C:5]([C:14]([OH:16])=[O:15])[CH:4]=1)[CH3:2].[Br:17][CH2:18][CH2:19][CH2:20][CH2:21][CH2:22][CH2:23][CH2:24][CH2:25][CH2:26][CH2:27][CH2:28][CH2:29][CH2:30][CH3:31]. Product: [Br-:17].[CH2:1]([C:3]1[CH:8]=[CH:7][C:6]([N+:9]2[CH:13]=[CH:12][N:11]([CH2:31][CH2:30][CH2:29][CH2:28][CH2:27][CH2:26][CH2:25][CH2:24][CH2:23][CH2:22][CH2:21][CH2:20][CH2:19][CH3:18])[CH:10]=2)=[C:5]([C:14]([OH:16])=[O:15])[CH:4]=1)[CH3:2]. The catalyst class is: 1.